The task is: Predict the reaction yield, written as a fraction of the theoretical maximum amount of product (1.0 means a 100% yield; for example, 0.34 means a 34% yield).. This data is from Reaction yield outcomes from USPTO patents with 853,638 reactions. (1) The reactants are Cl[C:2]1[CH:3]=[C:4]([CH:41]=[CH:42][C:43]=1F)[C:5]1[C:10]([C:11]2[CH:20]=[CH:19][C:18]3[C:13](=[CH:14][CH:15]=[C:16]([C:21]4[N:25]([CH:26]5[CH2:31][CH2:30][CH2:29][CH2:28][CH2:27]5)[C:24]5[CH:32]=[CH:33][C:34]([C:36]([OH:38])=[O:37])=[CH:35][C:23]=5[N:22]=4)[CH:17]=3)[N:12]=2)=[CH:9][C:8]([O:39][CH3:40])=[CH:7][CH:6]=1.COC(C1C=C[C:52]2[N:53](C3CCCCC3)[C:54](C3C=C4C(=CC=3)N=C(C3C=C(OC)C=CC=3Br)C=C4)=NC=2C=1)=O.CN(C)C1C=CC(B(O)O)=CC=1. No catalyst specified. The product is [CH:26]1([N:25]2[C:24]3[CH:32]=[CH:33][C:34]([C:36]([OH:38])=[O:37])=[CH:35][C:23]=3[N:22]=[C:21]2[C:16]2[CH:17]=[C:18]3[C:13](=[CH:14][CH:15]=2)[N:12]=[C:11]([C:10]2[C:5]([C:4]4[CH:41]=[CH:42][C:43]([N:53]([CH3:54])[CH3:52])=[CH:2][CH:3]=4)=[CH:6][CH:7]=[C:8]([O:39][CH3:40])[CH:9]=2)[CH:20]=[CH:19]3)[CH2:27][CH2:28][CH2:29][CH2:30][CH2:31]1. The yield is 0.260. (2) The reactants are [Br:1][C:2]1[CH:3]=[C:4]2[C:8](=[CH:9][CH:10]=1)[N:7]([S:11]([C:14]1[CH:19]=[CH:18][C:17]([O:20][CH3:21])=[C:16]([N:22]3[CH2:27][CH2:26][NH:25][CH2:24][CH2:23]3)[CH:15]=1)(=[O:13])=[O:12])[CH:6]=[C:5]2[CH3:28].[C:29]([BH3-])#N.[Na+].C=O. The catalyst is CO. The product is [Br:1][C:2]1[CH:3]=[C:4]2[C:8](=[CH:9][CH:10]=1)[N:7]([S:11]([C:14]1[CH:19]=[CH:18][C:17]([O:20][CH3:21])=[C:16]([N:22]3[CH2:27][CH2:26][N:25]([CH3:29])[CH2:24][CH2:23]3)[CH:15]=1)(=[O:13])=[O:12])[CH:6]=[C:5]2[CH3:28]. The yield is 0.918. (3) The reactants are Cl.[CH3:2][C:3]1[CH:4]=[C:5]2[C:10](=[CH:11][CH:12]=1)[O:9][CH2:8][CH:7]=[C:6]2[CH2:13][NH2:14]. The catalyst is CO.CC(O)=O.[Pd]. The product is [CH3:2][C:3]1[CH:4]=[C:5]2[C:10](=[CH:11][CH:12]=1)[O:9][CH2:8][CH2:7][CH:6]2[CH2:13][NH2:14]. The yield is 0.680. (4) The reactants are S(O)(O)(=O)=O.[CH3:6][S:7][C:8](=[NH:10])[NH2:9].[OH-].[Na+].[C:13]([O:17][C:18](O[C:18]([O:17][C:13]([CH3:16])([CH3:15])[CH3:14])=[O:19])=[O:19])([CH3:16])([CH3:15])[CH3:14]. The catalyst is C(Cl)Cl.O.[Cl-].[Na+].O. The product is [NH2:10][C:8](=[N:9][C:18](=[O:19])[O:17][C:13]([CH3:16])([CH3:15])[CH3:14])[S:7][CH3:6]. The yield is 0.689. (5) The reactants are [Br:1][C:2]1[C:3](Cl)=[N:4][C:5]([Cl:8])=[N:6][CH:7]=1.[NH3:10]. The catalyst is C1COCC1. The product is [Br:1][C:2]1[C:3]([NH2:10])=[N:4][C:5]([Cl:8])=[N:6][CH:7]=1. The yield is 0.920. (6) The reactants are [CH:1]1([CH2:6][C:7]2[N:11]([CH:12]([CH2:15][CH3:16])[CH2:13][CH3:14])[C:10]3[CH:17]=[CH:18][C:19]([C:21]([OH:23])=O)=[CH:20][C:9]=3[N:8]=2)[CH2:5][CH2:4][CH2:3][CH2:2]1.CN(C=O)C.C(Cl)(=O)C([Cl:32])=O. The catalyst is ClCCl. The product is [CH:1]1([CH2:6][C:7]2[N:11]([CH:12]([CH2:15][CH3:16])[CH2:13][CH3:14])[C:10]3[CH:17]=[CH:18][C:19]([C:21]([Cl:32])=[O:23])=[CH:20][C:9]=3[N:8]=2)[CH2:5][CH2:4][CH2:3][CH2:2]1. The yield is 1.00. (7) The reactants are Cl[C:2]1[CH:7]=[C:6]([C:8]2[CH:13]=[CH:12][CH:11]=[C:10]([Br:14])[CH:9]=2)[N:5]=[C:4]([NH2:15])[N:3]=1.[F:16][C:17]([F:26])([F:25])[C:18]1[CH:24]=[CH:23][C:21]([NH2:22])=[CH:20][CH:19]=1. No catalyst specified. The product is [Br:14][C:10]1[CH:9]=[C:8]([C:6]2[N:5]=[C:4]([NH2:15])[N:3]=[C:2]([NH:22][C:21]3[CH:23]=[CH:24][C:18]([C:17]([F:16])([F:25])[F:26])=[CH:19][CH:20]=3)[CH:7]=2)[CH:13]=[CH:12][CH:11]=1. The yield is 0.300. (8) The reactants are N[C:2]1[S:3][C:4]2[CH:10]=[C:9]([C:11]3[CH:12]=[C:13]([N:23]4[CH:28]=[CH:27][C:26](=[O:29])[NH:25][C:24]4=[O:30])[CH:14]=[C:15]([C:19]([CH3:22])([CH3:21])[CH3:20])[C:16]=3[O:17][CH3:18])[CH:8]=[CH:7][C:5]=2[N:6]=1.N(OCCC(C)C)=O. The catalyst is O1CCOCC1. The product is [S:3]1[C:4]2[CH:10]=[C:9]([C:11]3[CH:12]=[C:13]([N:23]4[CH:28]=[CH:27][C:26](=[O:29])[NH:25][C:24]4=[O:30])[CH:14]=[C:15]([C:19]([CH3:22])([CH3:21])[CH3:20])[C:16]=3[O:17][CH3:18])[CH:8]=[CH:7][C:5]=2[N:6]=[CH:2]1. The yield is 0.480. (9) The reactants are [CH3:1][O:2][C:3]1[CH:4]=[C:5]([C:9]2[C:10]([C:19]3[CH:24]=[CH:23][N:22]=[CH:21][CH:20]=3)=[N:11][N:12]3[C:17](=O)[CH:16]=[CH:15][NH:14][C:13]=23)[CH:6]=[CH:7][CH:8]=1.C(N(CC)C1C=CC=CC=1)C.P(Cl)(Cl)([Cl:38])=O. No catalyst specified. The product is [Cl:38][C:17]1[N:12]2[N:11]=[C:10]([C:19]3[CH:24]=[CH:23][N:22]=[CH:21][CH:20]=3)[C:9]([C:5]3[CH:6]=[CH:7][CH:8]=[C:3]([O:2][CH3:1])[CH:4]=3)=[C:13]2[N:14]=[CH:15][CH:16]=1. The yield is 0.580. (10) The catalyst is C(#N)C.ClCCl. The yield is 0.300. The product is [Cl:50][C:51]1[CH:52]=[C:53]([NH:58][C:8]([N:4]2[CH2:5][CH2:6][N:7]([CH2:26][CH:27]3[CH2:32][CH2:31][CH2:30][N:29]([CH2:33][CH3:34])[CH2:28]3)[C@H:2]([CH3:1])[CH2:3]2)=[O:10])[CH:54]=[CH:55][C:56]=1[Cl:57]. The reactants are [CH3:1][C@H:2]1[NH:7][CH2:6][CH2:5][N:4]([C:8]([O:10]C(C)(C)C)=O)[CH2:3]1.CC1C=CC(S(O[CH2:26][CH:27]2[CH2:32][CH2:31][CH2:30][N:29]([CH2:33][CH3:34])[CH2:28]2)(=O)=O)=CC=1.C(=O)([O-])[O-].[K+].[K+].C(N(C(C)C)CC)(C)C.[Cl:50][C:51]1[CH:52]=[C:53]([N:58]=C=O)[CH:54]=[CH:55][C:56]=1[Cl:57].